From a dataset of NCI-60 drug combinations with 297,098 pairs across 59 cell lines. Regression. Given two drug SMILES strings and cell line genomic features, predict the synergy score measuring deviation from expected non-interaction effect. (1) Cell line: A498. Drug 1: CC(C1=C(C=CC(=C1Cl)F)Cl)OC2=C(N=CC(=C2)C3=CN(N=C3)C4CCNCC4)N. Drug 2: C1CCN(CC1)CCOC2=CC=C(C=C2)C(=O)C3=C(SC4=C3C=CC(=C4)O)C5=CC=C(C=C5)O. Synergy scores: CSS=15.0, Synergy_ZIP=0.0322, Synergy_Bliss=7.14, Synergy_Loewe=7.20, Synergy_HSA=7.12. (2) Drug 1: C1CCC(C(C1)N)N.C(=O)(C(=O)[O-])[O-].[Pt+4]. Drug 2: C(CN)CNCCSP(=O)(O)O. Cell line: 786-0. Synergy scores: CSS=24.4, Synergy_ZIP=-7.09, Synergy_Bliss=-1.14, Synergy_Loewe=-46.1, Synergy_HSA=-3.02. (3) Drug 1: CN1C(=O)N2C=NC(=C2N=N1)C(=O)N. Drug 2: CC1=C(C(=O)C2=C(C1=O)N3CC4C(C3(C2COC(=O)N)OC)N4)N. Cell line: HCT-15. Synergy scores: CSS=27.5, Synergy_ZIP=12.3, Synergy_Bliss=14.2, Synergy_Loewe=-16.1, Synergy_HSA=8.81. (4) Drug 1: CC1CC2C3CCC4=CC(=O)C=CC4(C3(C(CC2(C1(C(=O)CO)O)C)O)F)C. Drug 2: CCN(CC)CCNC(=O)C1=C(NC(=C1C)C=C2C3=C(C=CC(=C3)F)NC2=O)C. Cell line: NCI-H460. Synergy scores: CSS=27.7, Synergy_ZIP=3.74, Synergy_Bliss=5.25, Synergy_Loewe=4.58, Synergy_HSA=9.49. (5) Drug 1: CC1=C2C(C(=O)C3(C(CC4C(C3C(C(C2(C)C)(CC1OC(=O)C(C(C5=CC=CC=C5)NC(=O)OC(C)(C)C)O)O)OC(=O)C6=CC=CC=C6)(CO4)OC(=O)C)OC)C)OC. Drug 2: C(CN)CNCCSP(=O)(O)O. Cell line: K-562. Synergy scores: CSS=30.1, Synergy_ZIP=-1.81, Synergy_Bliss=-7.98, Synergy_Loewe=-48.9, Synergy_HSA=-8.93.